The task is: Predict the product of the given reaction.. This data is from Forward reaction prediction with 1.9M reactions from USPTO patents (1976-2016). Given the reactants C1CCN2C(=NCCC2)CC1.[CH3:12][O:13][C:14](=[O:34])[C:15]1[CH:20]=[CH:19][C:18]([NH:21][C:22](=[O:32])[CH2:23][N:24]=[CH:25][CH2:26][C:27]([C:30]#[N:31])([CH3:29])[CH3:28])=[C:17]([F:33])[CH:16]=1.[Cl:35][C:36]1[C:37]([F:54])=[C:38]([CH:51]=[CH:52][CH:53]=1)/[CH:39]=[C:40]1/[C:41](=[O:50])[NH:42][C:43]2[C:48]/1=[CH:47][CH:46]=[C:45]([Cl:49])[CH:44]=2, predict the reaction product. The product is: [Cl:49][C:45]1[CH:44]=[C:43]2[NH:42][C:41](=[O:50])[C@@:40]3([C@H:25]([CH2:26][C:27]([C:30]#[N:31])([CH3:29])[CH3:28])[NH:24][C@@H:23]([C:22]([NH:21][C:18]4[CH:19]=[CH:20][C:15]([C:14]([O:13][CH3:12])=[O:34])=[CH:16][C:17]=4[F:33])=[O:32])[C@@H:39]3[C:38]3[CH:51]=[CH:52][CH:53]=[C:36]([Cl:35])[C:37]=3[F:54])[C:48]2=[CH:47][CH:46]=1.